From a dataset of Peptide-MHC class I binding affinity with 185,985 pairs from IEDB/IMGT. Regression. Given a peptide amino acid sequence and an MHC pseudo amino acid sequence, predict their binding affinity value. This is MHC class I binding data. (1) The peptide sequence is FLFMDRDAL. The MHC is HLA-B15:01 with pseudo-sequence HLA-B15:01. The binding affinity (normalized) is 0.588. (2) The peptide sequence is SNCRTLLSR. The MHC is HLA-A11:01 with pseudo-sequence HLA-A11:01. The binding affinity (normalized) is 0.0577. (3) The peptide sequence is ALMDLLMFS. The MHC is HLA-A68:02 with pseudo-sequence HLA-A68:02. The binding affinity (normalized) is 0.260. (4) The peptide sequence is HSSAAQRRGR. The MHC is HLA-B58:01 with pseudo-sequence HLA-B58:01. The binding affinity (normalized) is 0.137. (5) The peptide sequence is KFFMVHSLK. The MHC is HLA-A02:01 with pseudo-sequence HLA-A02:01. The binding affinity (normalized) is 0.0847. (6) The peptide sequence is VTIDLDPVVY. The MHC is HLA-A30:02 with pseudo-sequence HLA-A30:02. The binding affinity (normalized) is 0.426. (7) The peptide sequence is DGFGVHLAF. The MHC is HLA-A02:12 with pseudo-sequence HLA-A02:12. The binding affinity (normalized) is 0.0847. (8) The peptide sequence is VLQAVGACV. The MHC is HLA-A02:03 with pseudo-sequence HLA-A02:03. The binding affinity (normalized) is 0.700. (9) The peptide sequence is SRWAISHWL. The MHC is HLA-A30:01 with pseudo-sequence HLA-A30:01. The binding affinity (normalized) is 0.270. (10) The peptide sequence is KSYCQPLPE. The MHC is HLA-A02:06 with pseudo-sequence HLA-A02:06. The binding affinity (normalized) is 0.503.